This data is from Catalyst prediction with 721,799 reactions and 888 catalyst types from USPTO. The task is: Predict which catalyst facilitates the given reaction. (1) Reactant: [CH3:1][C:2]1[O:6][N:5]=[C:4]([CH2:7][N:8]2[CH:12]=[C:11]([C:13]#[C:14][Si](C)(C)C)[CH:10]=[N:9]2)[CH:3]=1.CCCC[N+](CCCC)(CCCC)CCCC.[F-]. Product: [C:13]([C:11]1[CH:10]=[N:9][N:8]([CH2:7][C:4]2[CH:3]=[C:2]([CH3:1])[O:6][N:5]=2)[CH:12]=1)#[CH:14]. The catalyst class is: 375. (2) Reactant: [CH3:1][O:2][C:3]1[CH:12]=[C:11]2[C:6]([C:7](=[O:24])[C:8]([C:13]3[CH:18]=[CH:17][C:16]([O:19][CH2:20][CH:21]4[CH2:23][O:22]4)=[CH:15][CH:14]=3)=[CH:9][O:10]2)=[CH:5][CH:4]=1.[CH:25]1([NH2:31])[CH2:30][CH2:29][CH2:28][CH2:27][CH2:26]1. Product: [CH:25]1([NH:31][CH2:23][CH:21]([OH:22])[CH2:20][O:19][C:16]2[CH:17]=[CH:18][C:13]([C:8]3[C:7](=[O:24])[C:6]4[C:11](=[CH:12][C:3]([O:2][CH3:1])=[CH:4][CH:5]=4)[O:10][CH:9]=3)=[CH:14][CH:15]=2)[CH2:30][CH2:29][CH2:28][CH2:27][CH2:26]1. The catalyst class is: 8. (3) Reactant: [CH3:1][O:2][C:3]1[CH:32]=[CH:31][C:6]([CH2:7][N:8]2[CH2:12][CH2:11][C:10]3([CH2:17][CH2:16][N:15]([CH2:18][C@@H:19]4[C@@H:23]([C:24]5[CH:29]=[CH:28][CH:27]=[CH:26][CH:25]=5)[CH2:22][NH:21][CH2:20]4)[CH2:14][CH2:13]3)[C:9]2=[O:30])=[CH:5][CH:4]=1.[N:33]1([C:39]([Cl:41])=[O:40])[CH2:38][CH2:37][O:36][CH2:35][CH2:34]1.C(=O)(O)[O-].[Na+]. Product: [ClH:41].[CH3:1][O:2][C:3]1[CH:4]=[CH:5][C:6]([CH2:7][N:8]2[CH2:12][CH2:11][C:10]3([CH2:17][CH2:16][N:15]([CH2:18][C@@H:19]4[C@@H:23]([C:24]5[CH:25]=[CH:26][CH:27]=[CH:28][CH:29]=5)[CH2:22][N:21]([C:39]([N:33]5[CH2:38][CH2:37][O:36][CH2:35][CH2:34]5)=[O:40])[CH2:20]4)[CH2:14][CH2:13]3)[C:9]2=[O:30])=[CH:31][CH:32]=1. The catalyst class is: 2. (4) Reactant: [C:1]1([C:7]2(O)[CH2:12][CH2:11][CH2:10][CH2:9][CH2:8]2)[CH:6]=[CH:5][CH:4]=[CH:3][CH:2]=1.C1(C)C=CC(S(O)(=O)=O)=CC=1. Product: [C:7]1([C:1]2[CH:2]=[CH:3][CH:4]=[CH:5][CH:6]=2)[CH2:12][CH2:11][CH2:10][CH2:9][CH:8]=1. The catalyst class is: 11.